This data is from Reaction yield outcomes from USPTO patents with 853,638 reactions. The task is: Predict the reaction yield, written as a fraction of the theoretical maximum amount of product (1.0 means a 100% yield; for example, 0.34 means a 34% yield). (1) The reactants are [Br:1][C:2]1[CH:7]=[CH:6][C:5]([C:8]2[CH:13]=[CH:12][C:11]([OH:14])=[CH:10][CH:9]=2)=[CH:4][CH:3]=1.Br[CH2:16][CH2:17][CH2:18][CH2:19][CH2:20][CH2:21][CH2:22][CH3:23].C(=O)([O-])[O-].[K+].[K+]. The catalyst is CC(=O)CC. The product is [Br:1][C:2]1[CH:3]=[CH:4][C:5]([C:8]2[CH:13]=[CH:12][C:11]([O:14][CH2:16][CH2:17][CH2:18][CH2:19][CH2:20][CH2:21][CH2:22][CH3:23])=[CH:10][CH:9]=2)=[CH:6][CH:7]=1. The yield is 0.660. (2) The reactants are [C:1]1([C:7]([C:12]2[CH:17]=[CH:16][CH:15]=[CH:14][CH:13]=2)([CH3:11])[C:8]([OH:10])=O)[CH:6]=[CH:5][CH:4]=[CH:3][CH:2]=1.[NH2:18][CH2:19][CH2:20][CH2:21][N:22]1[CH2:27][CH2:26][CH:25]([C:28]2[CH:29]=[C:30]([NH:34][C:35](=[O:39])[CH:36]([CH3:38])[CH3:37])[CH:31]=[CH:32][CH:33]=2)[CH2:24][CH2:23]1.CN(C)CCCN=C=NCC. The catalyst is CN(C)C1C=CN=CC=1.C(Cl)Cl.CN(C=O)C. The product is [C:35]([NH:34][C:30]1[CH:29]=[C:28]([CH:25]2[CH2:26][CH2:27][N:22]([CH2:21][CH2:20][CH2:19][NH:18][C:8](=[O:10])[C:7]([C:1]3[CH:2]=[CH:3][CH:4]=[CH:5][CH:6]=3)([C:12]3[CH:17]=[CH:16][CH:15]=[CH:14][CH:13]=3)[CH3:11])[CH2:23][CH2:24]2)[CH:33]=[CH:32][CH:31]=1)(=[O:39])[CH:36]([CH3:38])[CH3:37]. The yield is 0.420. (3) The reactants are [C:1]1([C:40]2[CH:45]=[CH:44][CH:43]=[CH:42][CH:41]=2)[CH:6]=[CH:5][CH:4]=[CH:3][C:2]=1[C:7]1[CH:8]=[CH:9][C:10]2[N:11]([C:21]3[CH:22]=[CH:23][C:24]4[N:25]([C:34]5[CH:39]=[CH:38][CH:37]=[CH:36][CH:35]=5)[C:26]5[C:31]([C:32]=4[CH:33]=3)=[CH:30][CH:29]=[CH:28][CH:27]=5)[C:12]3[C:17]([C:18]=2[CH:19]=1)=[CH:16][C:15]([Br:20])=[CH:14][CH:13]=3.CO. The catalyst is ClCCl.[Fe](Cl)(Cl)Cl. The product is [Br:20][C:15]1[CH:14]=[CH:13][C:12]2[N:11]([C:21]3[CH:22]=[CH:23][C:24]4[N:25]([C:34]5[CH:35]=[CH:36][CH:37]=[CH:38][CH:39]=5)[C:26]5[C:31]([C:32]=4[CH:33]=3)=[CH:30][CH:29]=[CH:28][CH:27]=5)[C:10]3[CH:9]=[C:8]4[C:41]5[C:40]([C:1]6[CH:6]=[CH:5][CH:4]=[CH:3][C:2]=6[C:7]4=[CH:19][C:18]=3[C:17]=2[CH:16]=1)=[CH:45][CH:44]=[CH:43][CH:42]=5. The yield is 0.710. (4) The product is [F:20][C:2]([CH3:13])([CH3:12])[CH2:3][NH:4][C:5](=[O:11])[O:6][C:7]([CH3:10])([CH3:9])[CH3:8]. The yield is 0.100. The catalyst is C(Cl)Cl. The reactants are O[C:2]([CH3:13])([CH3:12])[CH2:3][NH:4][C:5](=[O:11])[O:6][C:7]([CH3:10])([CH3:9])[CH3:8].C(N(S(F)(F)[F:20])CC)C.C([O-])(O)=O.[Na+]. (5) The reactants are CC(C)=[O:3].OS(O)(=O)=O.O=[Cr](=O)=O.[F:14][C:15]([F:24])([C:20]([F:23])([F:22])[F:21])[CH2:16][CH2:17][CH2:18][OH:19]. The catalyst is CC(C)=O. The product is [F:14][C:15]([F:24])([C:20]([F:21])([F:22])[F:23])[CH2:16][CH2:17][C:18]([OH:3])=[O:19]. The yield is 0.820. (6) The reactants are [F:1][C:2]1[CH:7]=[CH:6][CH:5]=[CH:4][C:3]=1[C:8]1[N:9]=[N:10][N:11]([CH3:18])[C:12]=1[C:13]1[N:14]=[CH:15][NH:16][CH:17]=1.Cl[C:20]1[CH:25]=[CH:24][C:23]([C:26]([F:29])([F:28])[F:27])=[CH:22][N:21]=1.C(=O)([O-])[O-].[K+].[K+].O. The catalyst is CN(C=O)C. The product is [F:1][C:2]1[CH:7]=[CH:6][CH:5]=[CH:4][C:3]=1[C:8]1[N:9]=[N:10][N:11]([CH3:18])[C:12]=1[C:13]1[N:14]=[CH:15][N:16]([C:20]2[CH:25]=[CH:24][C:23]([C:26]([F:29])([F:28])[F:27])=[CH:22][N:21]=2)[CH:17]=1. The yield is 0.760.